This data is from Reaction yield outcomes from USPTO patents with 853,638 reactions. The task is: Predict the reaction yield, written as a fraction of the theoretical maximum amount of product (1.0 means a 100% yield; for example, 0.34 means a 34% yield). (1) The reactants are [CH3:1][N:2]1[C:6]2=[N:7][CH:8]=[C:9]([N+:12]([O-])=O)[C:10]([CH3:11])=[C:5]2[C:4]([C:15]2[CH2:16][CH2:17][N:18]([C:21]([O:23][C:24]([CH3:27])([CH3:26])[CH3:25])=[O:22])[CH2:19][CH:20]=2)=[CH:3]1.[H][H]. The catalyst is CO.[Pd]. The product is [NH2:12][C:9]1[C:10]([CH3:11])=[C:5]2[C:4]([CH:15]3[CH2:20][CH2:19][N:18]([C:21]([O:23][C:24]([CH3:25])([CH3:26])[CH3:27])=[O:22])[CH2:17][CH2:16]3)=[CH:3][N:2]([CH3:1])[C:6]2=[N:7][CH:8]=1. The yield is 1.00. (2) The reactants are [CH2:1]([O:3][C:4](=[O:21])[CH:5]=[C:6]([NH:11][C:12]1[CH:17]=[C:16]([O:18][CH3:19])[CH:15]=[CH:14][C:13]=1I)[C:7]([F:10])([F:9])[F:8])[CH3:2].C1C=CC(P(C2C=CC=CC=2)C2C=CC=CC=2)=CC=1.C([O-])(O)=O.[Na+].CCOC(C)=O.O. The catalyst is CN(C=O)C.CC([O-])=O.CC([O-])=O.[Pd+2]. The product is [CH2:1]([O:3][C:4]([C:5]1[C:13]2[C:12](=[CH:17][C:16]([O:18][CH3:19])=[CH:15][CH:14]=2)[NH:11][C:6]=1[C:7]([F:10])([F:9])[F:8])=[O:21])[CH3:2]. The yield is 0.630. (3) The reactants are [NH2:1][C:2](=[O:22])[C@@H:3]([NH:5][C:6]1[N:11]=[C:10]([C:12]2[CH:17]=[CH:16][N:15]=[C:14](F)[CH:13]=2)[N:9]=[C:8]([C:19]([NH2:21])=[O:20])[CH:7]=1)[CH3:4].[F:23][C:24]1[CH:29]=[CH:28][C:27]([OH:30])=[CH:26][CH:25]=1.C([O-])([O-])=O.[Cs+].[Cs+].C(Cl)Cl. The catalyst is CN(C=O)C. The product is [NH2:1][C:2](=[O:22])[C@@H:3]([NH:5][C:6]1[N:11]=[C:10]([C:12]2[CH:17]=[CH:16][N:15]=[C:14]([O:30][C:27]3[CH:28]=[CH:29][C:24]([F:23])=[CH:25][CH:26]=3)[CH:13]=2)[N:9]=[C:8]([C:19]([NH2:21])=[O:20])[CH:7]=1)[CH3:4]. The yield is 0.500. (4) The product is [CH:28]1([CH2:27][CH2:26][O:25][C:22]2[CH:23]=[CH:24][C:19]([C:15]([NH:14]/[C:13](/[C:17]([NH:1][CH2:2][CH2:3][OH:4])=[O:18])=[CH:12]\[C:11]3[CH:31]=[CH:32][C:8]([CH:5]4[CH2:6][CH2:7]4)=[CH:9][CH:10]=3)=[O:16])=[CH:20][CH:21]=2)[CH2:30][CH2:29]1. The reactants are [NH2:1][CH2:2][CH2:3][OH:4].[CH:5]1([C:8]2[CH:32]=[CH:31][C:11](/[CH:12]=[C:13]3\[N:14]=[C:15]([C:19]4[CH:24]=[CH:23][C:22]([O:25][CH2:26][CH2:27][CH:28]5[CH2:30][CH2:29]5)=[CH:21][CH:20]=4)[O:16][C:17]\3=[O:18])=[CH:10][CH:9]=2)[CH2:7][CH2:6]1. The catalyst is C(O)C. The yield is 0.860. (5) The reactants are O.NN.[F:4][C:5]1[CH:6]=[C:7]([NH:11][C:12](=[O:25])[CH2:13][N:14]2[CH:18]=[C:17]([N+:19]([O-])=O)[C:16]([C:22]([NH2:24])=[O:23])=[N:15]2)[CH:8]=[CH:9][CH:10]=1.CN(C)C=O. The catalyst is [Ni].C(O)C. The product is [NH2:19][C:17]1[C:16]([C:22]([NH2:24])=[O:23])=[N:15][N:14]([CH2:13][C:12]([NH:11][C:7]2[CH:8]=[CH:9][CH:10]=[C:5]([F:4])[CH:6]=2)=[O:25])[CH:18]=1. The yield is 0.810. (6) The reactants are [C:1]([O:5][C:6](=[O:33])[N:7]([CH2:9][CH:10]([C:26]1[CH:31]=[CH:30][C:29]([Cl:32])=[CH:28][CH:27]=1)[C:11]1[CH:16]=[CH:15][C:14](B2OC(C)(C)C(C)(C)O2)=[CH:13][CH:12]=1)[CH3:8])([CH3:4])([CH3:3])[CH3:2].Cl[C:35]1[CH:40]=[CH:39][N:38]=[C:37]2[NH:41][CH:42]=[CH:43][C:36]=12.C(=O)([O-])[O-].[K+].[K+]. The catalyst is O1CCOCC1. The product is [C:1]([O:5][C:6](=[O:33])[N:7]([CH2:9][CH:10]([C:26]1[CH:27]=[CH:28][C:29]([Cl:32])=[CH:30][CH:31]=1)[C:11]1[CH:16]=[CH:15][C:14]([C:35]2[CH:40]=[CH:39][N:38]=[C:37]3[NH:41][CH:42]=[CH:43][C:36]=23)=[CH:13][CH:12]=1)[CH3:8])([CH3:4])([CH3:2])[CH3:3]. The yield is 0.510. (7) The reactants are [C:1]1([S:7]([N:10]2[C:14]3[N:15]=[CH:16][N:17]=[C:18]([N:19]4[CH2:24][CH2:23][NH:22][C:21]([CH3:26])([CH3:25])[CH2:20]4)[C:13]=3[CH:12]=[C:11]2[C:27]2[CH:32]=[CH:31][N:30]=[C:29]([O:33][CH3:34])[CH:28]=2)(=[O:9])=[O:8])[CH:6]=[CH:5][CH:4]=[CH:3][CH:2]=1.C(N(CC)CC)C.[F:42][CH:43]([F:66])[O:44][C:45]1[CH:46]=[C:47]([C@@H:51]([NH:53][C:54](=O)[O:55]C2C=CC([N+]([O-])=O)=CC=2)[CH3:52])[CH:48]=[CH:49][CH:50]=1. The catalyst is C1COCC1. The product is [C:1]1([S:7]([N:10]2[C:14]3[N:15]=[CH:16][N:17]=[C:18]([N:19]4[CH2:24][CH2:23][N:22]([C:54]([NH:53][C@H:51]([C:47]5[CH:48]=[CH:49][CH:50]=[C:45]([O:44][CH:43]([F:42])[F:66])[CH:46]=5)[CH3:52])=[O:55])[C:21]([CH3:26])([CH3:25])[CH2:20]4)[C:13]=3[CH:12]=[C:11]2[C:27]2[CH:32]=[CH:31][N:30]=[C:29]([O:33][CH3:34])[CH:28]=2)(=[O:9])=[O:8])[CH:2]=[CH:3][CH:4]=[CH:5][CH:6]=1. The yield is 0.295. (8) The reactants are CO[CH:3]=[CH:4][C:5](=[O:7])[CH3:6].[Cl:8][C:9]1[CH:16]=[CH:15][CH:14]=[CH:13][C:10]=1[CH2:11][NH2:12]. The catalyst is C(Cl)Cl. The product is [Cl:8][C:9]1[CH:16]=[CH:15][CH:14]=[CH:13][C:10]=1[CH2:11][NH:12][CH:3]=[CH:4][C:5](=[O:7])[CH3:6]. The yield is 1.00.